This data is from NCI-60 drug combinations with 297,098 pairs across 59 cell lines. The task is: Regression. Given two drug SMILES strings and cell line genomic features, predict the synergy score measuring deviation from expected non-interaction effect. (1) Drug 1: CC1=C2C(C(=O)C3(C(CC4C(C3C(C(C2(C)C)(CC1OC(=O)C(C(C5=CC=CC=C5)NC(=O)OC(C)(C)C)O)O)OC(=O)C6=CC=CC=C6)(CO4)OC(=O)C)O)C)O. Drug 2: C1=CN(C=N1)CC(O)(P(=O)(O)O)P(=O)(O)O. Cell line: OVCAR-5. Synergy scores: CSS=14.1, Synergy_ZIP=1.92, Synergy_Bliss=5.61, Synergy_Loewe=5.25, Synergy_HSA=6.26. (2) Drug 1: C1=C(C(=O)NC(=O)N1)N(CCCl)CCCl. Drug 2: B(C(CC(C)C)NC(=O)C(CC1=CC=CC=C1)NC(=O)C2=NC=CN=C2)(O)O. Cell line: OVCAR-8. Synergy scores: CSS=7.65, Synergy_ZIP=-6.56, Synergy_Bliss=-5.10, Synergy_Loewe=-4.92, Synergy_HSA=-5.30. (3) Drug 1: CC1C(C(CC(O1)OC2CC(OC(C2O)C)OC3=CC4=CC5=C(C(=O)C(C(C5)C(C(=O)C(C(C)O)O)OC)OC6CC(C(C(O6)C)O)OC7CC(C(C(O7)C)O)OC8CC(C(C(O8)C)O)(C)O)C(=C4C(=C3C)O)O)O)O. Drug 2: C1=CC=C(C(=C1)C(C2=CC=C(C=C2)Cl)C(Cl)Cl)Cl. Cell line: UACC-257. Synergy scores: CSS=45.4, Synergy_ZIP=0.0493, Synergy_Bliss=0.306, Synergy_Loewe=-45.1, Synergy_HSA=0.0864. (4) Drug 1: CN(C(=O)NC(C=O)C(C(C(CO)O)O)O)N=O. Drug 2: CC1C(C(CC(O1)OC2CC(CC3=C2C(=C4C(=C3O)C(=O)C5=C(C4=O)C(=CC=C5)OC)O)(C(=O)CO)O)N)O.Cl. Cell line: NCI-H322M. Synergy scores: CSS=29.3, Synergy_ZIP=-3.10, Synergy_Bliss=-4.89, Synergy_Loewe=-11.3, Synergy_HSA=-3.38. (5) Drug 1: CCCCCOC(=O)NC1=NC(=O)N(C=C1F)C2C(C(C(O2)C)O)O. Drug 2: CS(=O)(=O)CCNCC1=CC=C(O1)C2=CC3=C(C=C2)N=CN=C3NC4=CC(=C(C=C4)OCC5=CC(=CC=C5)F)Cl. Cell line: RXF 393. Synergy scores: CSS=0.982, Synergy_ZIP=-1.19, Synergy_Bliss=-5.06, Synergy_Loewe=-6.48, Synergy_HSA=-5.33. (6) Drug 1: CC1C(C(CC(O1)OC2CC(CC3=C2C(=C4C(=C3O)C(=O)C5=C(C4=O)C(=CC=C5)OC)O)(C(=O)C)O)N)O.Cl. Drug 2: CC1=C2C(C(=O)C3(C(CC4C(C3C(C(C2(C)C)(CC1OC(=O)C(C(C5=CC=CC=C5)NC(=O)C6=CC=CC=C6)O)O)OC(=O)C7=CC=CC=C7)(CO4)OC(=O)C)O)C)OC(=O)C. Cell line: SW-620. Synergy scores: CSS=38.7, Synergy_ZIP=2.55, Synergy_Bliss=3.96, Synergy_Loewe=0.958, Synergy_HSA=5.57.